This data is from Forward reaction prediction with 1.9M reactions from USPTO patents (1976-2016). The task is: Predict the product of the given reaction. Given the reactants C(=O)([O-])[O-].[K+].[K+].C1(=O)[NH:11]C(=O)C2=CC=CC=C12.[Cl:18][C:19]1[CH:24]=[CH:23][C:22]([N+:25]([O-:27])=[O:26])=[C:21]([CH2:28]Cl)[C:20]=1[Cl:30], predict the reaction product. The product is: [Cl:30][C:20]1[C:19]([Cl:18])=[CH:24][CH:23]=[C:22]([N+:25]([O-:27])=[O:26])[C:21]=1[CH2:28][NH2:11].